From a dataset of Forward reaction prediction with 1.9M reactions from USPTO patents (1976-2016). Predict the product of the given reaction. (1) The product is: [CH3:1][N:2]1[CH2:7][C@@H:6]2[CH2:8][C@H:3]1[CH2:4][N:5]2[C:9]1[CH:10]=[C:11]2[C:16](=[CH:17][CH:18]=1)[N:15]=[CH:14][N:13]([CH2:23][C:24]1[CH:28]=[C:27]([CH3:29])[O:26][N:25]=1)[C:12]2=[O:19]. Given the reactants [CH3:1][N:2]1[CH2:7][C@@H:6]2[CH2:8][C@H:3]1[CH2:4][N:5]2[C:9]1[CH:10]=[C:11]2[C:16](=[CH:17][CH:18]=1)[N:15]=[CH:14][NH:13][C:12]2=[O:19].[H-].[Na+].Br[CH2:23][C:24]1[CH:28]=[C:27]([CH3:29])[O:26][N:25]=1, predict the reaction product. (2) Given the reactants Br[C:2]1[CH:3]=[CH:4][C:5]2[C:6]3[CH:7]=[C:8]4[NH:23][C:22]5[C:17](=[CH:18][CH:19]=[CH:20][CH:21]=5)[C:9]4=[CH:10][C:11]=3[C:12]([CH3:16])([CH3:15])[C:13]=2[CH:14]=1.[C:24]1(B(O)O)[CH:29]=[CH:28][CH:27]=[CH:26][CH:25]=1, predict the reaction product. The product is: [CH3:15][C:12]1([CH3:16])[C:11]2[CH:10]=[C:9]3[C:17]4[C:22]([NH:23][C:8]3=[CH:7][C:6]=2[C:5]2[CH:4]=[CH:3][C:2]([C:24]3[CH:29]=[CH:28][CH:27]=[CH:26][CH:25]=3)=[CH:14][C:13]1=2)=[CH:21][CH:20]=[CH:19][CH:18]=4. (3) Given the reactants [N:1]([C:4]1[C:9]([CH2:10][CH2:11][CH3:12])=[C:8]([CH2:13][N:14]2[CH:18]=[CH:17][N:16]=[C:15]2[C:19]2[CH:24]=[CH:23][CH:22]=[C:21]([F:25])[N:20]=2)[N:7]=[C:6]([CH3:26])[N:5]=1)=[N+]=[N-], predict the reaction product. The product is: [NH2:1][C:4]1[C:9]([CH2:10][CH2:11][CH3:12])=[C:8]([CH2:13][N:14]2[CH:18]=[CH:17][N:16]=[C:15]2[C:19]2[CH:24]=[CH:23][CH:22]=[C:21]([F:25])[N:20]=2)[N:7]=[C:6]([CH3:26])[N:5]=1.